This data is from Full USPTO retrosynthesis dataset with 1.9M reactions from patents (1976-2016). The task is: Predict the reactants needed to synthesize the given product. (1) Given the product [C:21](=[O:22])([O-:24])[O-:23].[O:1]=[CH:2][C@H:3]([C@@H:5]([C@@H:7]([CH2:9][OH:10])[OH:8])[OH:6])[OH:4].[Cr+3:18].[C:21](=[O:22])([O-:24])[O-:23].[C:21](=[O:22])([O-:24])[O-:23].[Cr+3:18], predict the reactants needed to synthesize it. The reactants are: [O:1]=[CH:2][C@H:3]([C@@H:5]([C@@H:7]([CH2:9][OH:10])[OH:8])[OH:6])[OH:4].O.O.O.O.O.O.[Cl-].[Cr+3:18].[Cl-].[Cl-].[C:21](=[O:24])([O-:23])[O-:22].[Na+].[Na+].[OH-].[Na+].O=C[C@H]([C@@H]([C@@H](CO)O)O)O.[Cr]. (2) Given the product [C:16]1([S:22]([N:8]2[C:4]3=[N:5][CH:6]=[CH:7][C:2]([F:1])=[C:3]3[CH:10]=[CH:9]2)(=[O:24])=[O:23])[CH:21]=[CH:20][CH:19]=[CH:18][CH:17]=1, predict the reactants needed to synthesize it. The reactants are: [F:1][C:2]1[CH:7]=[CH:6][N:5]=[C:4]2[NH:8][CH:9]=[CH:10][C:3]=12.C1COCC1.[C:16]1([S:22](Cl)(=[O:24])=[O:23])[CH:21]=[CH:20][CH:19]=[CH:18][CH:17]=1.[Cl-].[NH4+].